Dataset: Reaction yield outcomes from USPTO patents with 853,638 reactions. Task: Predict the reaction yield, written as a fraction of the theoretical maximum amount of product (1.0 means a 100% yield; for example, 0.34 means a 34% yield). The reactants are C([Li])(CC)C.Br[C:7]1[CH:12]=[CH:11][C:10]([NH:13][C:14](=[O:16])[CH3:15])=[CH:9][CH:8]=1.[C:17]([C:19]([CH3:24])([N:21]([CH3:23])[CH3:22])[CH3:20])#N.C1C[O:28]CC1. No catalyst specified. The product is [CH3:22][N:21]([CH3:23])[C:19]([CH3:24])([CH3:20])[C:17]([C:7]1[CH:12]=[CH:11][C:10]([NH:13][C:14](=[O:16])[CH3:15])=[CH:9][CH:8]=1)=[O:28]. The yield is 0.360.